From a dataset of Full USPTO retrosynthesis dataset with 1.9M reactions from patents (1976-2016). Predict the reactants needed to synthesize the given product. (1) Given the product [CH2:31]([O:1][CH2:2][C:3]1[C:4]([C:24]([F:26])([F:25])[F:27])=[N:5][N:6]([CH2:8][C:9]([NH:11][C:12]2[S:16][C:15]3[CH2:17][CH2:18][CH2:19][CH2:20][C:14]=3[C:13]=2[C:21]([NH2:23])=[O:22])=[O:10])[CH:7]=1)[CH3:32], predict the reactants needed to synthesize it. The reactants are: [OH:1][CH2:2][C:3]1[C:4]([C:24]([F:27])([F:26])[F:25])=[N:5][N:6]([CH2:8][C:9]([NH:11][C:12]2[S:16][C:15]3[CH2:17][CH2:18][CH2:19][CH2:20][C:14]=3[C:13]=2[C:21]([NH2:23])=[O:22])=[O:10])[CH:7]=1.[H-].[Na+].I[CH2:31][CH3:32].O. (2) Given the product [Br:1][C:2]1[C:10]2[S:9][N:8]=[N:7][C:6]=2[CH:5]=[C:4]([I:12])[CH:3]=1, predict the reactants needed to synthesize it. The reactants are: [Br:1][C:2]1[CH:3]=[C:4]([I:12])[C:5](N)=[C:6]2[C:10]=1[S:9][N:8]=[N:7]2.N(OC(C)(C)C)=O. (3) Given the product [CH3:15][O:14][CH2:13][O:12][C:7]1[CH:6]=[C:5]([O:4][CH2:3][O:2][CH3:1])[CH:10]=[CH:9][C:8]=1[C:33]1[CH2:34][CH2:35][C:31](=[O:30])[CH:32]=1, predict the reactants needed to synthesize it. The reactants are: [CH3:1][O:2][CH2:3][O:4][C:5]1[CH:10]=[CH:9][C:8](Br)=[C:7]([O:12][CH2:13][O:14][CH3:15])[CH:6]=1.CN(C)CCN(C)C.[Li]CCCC.C[O:30][C:31]1[CH2:35][CH2:34][C:33](=O)[CH:32]=1.Cl.